This data is from Catalyst prediction with 721,799 reactions and 888 catalyst types from USPTO. The task is: Predict which catalyst facilitates the given reaction. (1) Reactant: [OH:1][C:2]1[CH:7]=[CH:6][C:5]([CH2:8][C:9]([O:11][CH3:12])=[O:10])=[CH:4][C:3]=1[N+:13]([O-])=O. Product: [NH2:13][C:3]1[CH:4]=[C:5]([CH2:8][C:9]([O:11][CH3:12])=[O:10])[CH:6]=[CH:7][C:2]=1[OH:1]. The catalyst class is: 403. (2) Reactant: [C:1]([O:5][C:6]([N:8]1[CH2:12][CH2:11][CH:10]([NH:13][CH3:14])[CH2:9]1)=[O:7])([CH3:4])([CH3:3])[CH3:2].C(N(CC)CC)C.[CH3:22][S:23](O)(=[O:25])=[O:24]. Product: [C:1]([O:5][C:6]([N:8]1[CH2:12][CH2:11][CH:10]([N:13]([S:23]([CH3:22])(=[O:25])=[O:24])[CH3:14])[CH2:9]1)=[O:7])([CH3:4])([CH3:3])[CH3:2]. The catalyst class is: 4. (3) Reactant: C[O:2][C:3](=[O:12])[C:4]([CH3:11])([CH3:10])[CH2:5][CH2:6][CH2:7][C:8]#[N:9].[Li+].[OH-]. Product: [C:8]([CH2:7][CH2:6][CH2:5][C:4]([CH3:11])([CH3:10])[C:3]([OH:12])=[O:2])#[N:9]. The catalyst class is: 193. (4) Reactant: [CH2:1]([O:8][C:9]1[CH:10]=[C:11]([CH2:37][CH2:38][C:39]([O:41]CC)=[O:40])[CH:12]=[CH:13][C:14]=1[O:15][CH2:16][CH2:17][CH2:18][C:19]1[C:20]([O:34][CH2:35][CH3:36])=[N:21][N:22]([C:24]2[CH:29]=[CH:28][C:27]([C:30]([F:33])([F:32])[F:31])=[CH:26][N:25]=2)[CH:23]=1)[C:2]1[CH:7]=[CH:6][CH:5]=[CH:4][CH:3]=1.[OH-].[Na+].O1CCCC1.Cl. Product: [CH2:1]([O:8][C:9]1[CH:10]=[C:11]([CH2:37][CH2:38][C:39]([OH:41])=[O:40])[CH:12]=[CH:13][C:14]=1[O:15][CH2:16][CH2:17][CH2:18][C:19]1[C:20]([O:34][CH2:35][CH3:36])=[N:21][N:22]([C:24]2[CH:29]=[CH:28][C:27]([C:30]([F:33])([F:32])[F:31])=[CH:26][N:25]=2)[CH:23]=1)[C:2]1[CH:3]=[CH:4][CH:5]=[CH:6][CH:7]=1. The catalyst class is: 5.